Dataset: Forward reaction prediction with 1.9M reactions from USPTO patents (1976-2016). Task: Predict the product of the given reaction. (1) Given the reactants [C:1]([OH:20])(=O)[CH2:2][CH2:3][CH2:4][CH2:5][CH2:6][CH2:7][CH2:8]/[CH:9]=[CH:10]\[CH2:11][CH2:12][CH2:13][CH2:14][CH2:15][CH2:16][CH2:17][CH3:18].[NH2:21][CH2:22][CH2:23][CH2:24][CH2:25][CH2:26][C:27]([N:29]1[CH2:33][CH:32]([OH:34])[CH2:31][CH:30]1[CH:35]([C:54]1[CH:59]=[CH:58][CH:57]=[CH:56][CH:55]=1)[O:36][CH:37]([C:46]1[CH:51]=[CH:50][C:49]([O:52][CH3:53])=[CH:48][CH:47]=1)[C:38]1[CH:43]=[CH:42][C:41]([O:44][CH3:45])=[CH:40][CH:39]=1)=[O:28], predict the reaction product. The product is: [CH3:45][O:44][C:41]1[CH:42]=[CH:43][C:38]([CH:37]([C:46]2[CH:51]=[CH:50][C:49]([O:52][CH3:53])=[CH:48][CH:47]=2)[O:36][CH:35]([C:54]2[CH:55]=[CH:56][CH:57]=[CH:58][CH:59]=2)[CH:30]2[CH2:31][CH:32]([OH:34])[CH2:33][N:29]2[C:27](=[O:28])[CH2:26][CH2:25][CH2:24][CH2:23][CH2:22][NH:21][C:1](=[O:20])[CH2:2][CH2:3][CH2:4][CH2:5][CH2:6][CH2:7][CH2:8][CH:9]=[CH:10][CH2:11][CH2:12][CH2:13][CH2:14][CH2:15][CH2:16][CH2:17][CH3:18])=[CH:39][CH:40]=1. (2) Given the reactants [CH3:1][N:2]1[CH2:7][CH2:6][CH:5]([OH:8])[CH2:4][CH2:3]1.[H-].[Na+].[Br:11][C:12]1[CH:17]=[C:16](F)[CH:15]=[C:14]([F:19])[CH:13]=1, predict the reaction product. The product is: [Br:11][C:12]1[CH:17]=[C:16]([CH:15]=[C:14]([F:19])[CH:13]=1)[O:8][CH:5]1[CH2:6][CH2:7][N:2]([CH3:1])[CH2:3][CH2:4]1. (3) Given the reactants C(OC([N:8]1[CH2:13][CH2:12][N:11]([C:14]([C:16]2[NH:17][C:18]3[C:23]([CH:24]=2)=[CH:22][C:21]([Cl:25])=[CH:20][CH:19]=3)=[O:15])[CH2:10][CH2:9]1)=O)(C)(C)C.C(O)(C(F)(F)F)=O, predict the reaction product. The product is: [Cl:25][C:21]1[CH:22]=[C:23]2[C:18](=[CH:19][CH:20]=1)[NH:17][C:16]([C:14]([N:11]1[CH2:10][CH2:9][NH:8][CH2:13][CH2:12]1)=[O:15])=[CH:24]2. (4) Given the reactants C([O:3][C:4]([CH:6]1[CH2:11][CH2:10][CH:9]=[CH:8][CH2:7]1)=[O:5])C.[OH-].[Na+].Cl, predict the reaction product. The product is: [CH:6]1([C:4]([OH:5])=[O:3])[CH2:11][CH2:10][CH:9]=[CH:8][CH2:7]1. (5) Given the reactants [Cl:1][C:2]1[N:7]=[C:6]([NH2:8])[C:5]([O:9][CH3:10])=[N:4][CH:3]=1.[Cl:11][C:12]1[CH:17]=[CH:16][CH:15]=[CH:14][C:13]=1[S:18](Cl)(=[O:20])=[O:19], predict the reaction product. The product is: [Cl:11][C:12]1[CH:17]=[CH:16][CH:15]=[CH:14][C:13]=1[S:18]([NH:8][C:6]1[C:5]([O:9][CH3:10])=[N:4][CH:3]=[C:2]([Cl:1])[N:7]=1)(=[O:20])=[O:19]. (6) Given the reactants O.[C:2]1([OH:10])[CH:9]=[C:7]([CH3:8])[CH:6]=[C:4]([OH:5])[CH:3]=1.[Cl:11][C:12]1[C:17]([Cl:18])=[CH:16][CH:15]=[CH:14][C:13]=1[S:19](Cl)(=[O:21])=[O:20], predict the reaction product. The product is: [OH:5][C:4]1[CH:3]=[C:2]([O:10][S:19]([C:13]2[CH:14]=[CH:15][CH:16]=[C:17]([Cl:18])[C:12]=2[Cl:11])(=[O:21])=[O:20])[CH:9]=[C:7]([CH3:8])[CH:6]=1.